This data is from Reaction yield outcomes from USPTO patents with 853,638 reactions. The task is: Predict the reaction yield, written as a fraction of the theoretical maximum amount of product (1.0 means a 100% yield; for example, 0.34 means a 34% yield). (1) The reactants are [Cl:1][C:2]1[C:7]([CH2:8][CH:9]=[O:10])=[C:6]([Cl:11])[N:5]=[CH:4][N:3]=1.[BH4-].[Na+]. The catalyst is CO. The product is [Cl:11][C:6]1[C:7]([CH2:8][CH2:9][OH:10])=[C:2]([Cl:1])[N:3]=[CH:4][N:5]=1. The yield is 0.630. (2) The reactants are [CH3:1][C:2]1[C:3](=[O:8])[NH:4][CH:5]=[CH:6][N:7]=1.[CH2:9]([NH:16][C:17]([C:19]1[S:23][C:22](Br)=[N:21][C:20]=1[CH3:25])=[O:18])[C:10]1[CH:15]=[CH:14][CH:13]=[CH:12][CH:11]=1. No catalyst specified. The product is [CH2:9]([NH:16][C:17]([C:19]1[S:23][C:22]([N:4]2[CH:5]=[CH:6][N:7]=[C:2]([CH3:1])[C:3]2=[O:8])=[N:21][C:20]=1[CH3:25])=[O:18])[C:10]1[CH:11]=[CH:12][CH:13]=[CH:14][CH:15]=1. The yield is 0.0500. (3) The product is [Cl:1][C:2]1[N:10]=[CH:9][N:8]=[C:7]2[C:3]=1[N:4]=[CH:5][N:6]2[C@H:11]1[C@H:12]([OH:19])[C@@H:13]2[O:18][Si:32]([CH:42]([CH3:44])[CH3:43])([CH:45]([CH3:47])[CH3:46])[O:33][Si:34]([CH:38]([CH3:40])[CH3:39])([CH:35]([CH3:36])[CH3:37])[O:17][CH2:16][C@H:14]2[CH2:15]1. The yield is 0.670. The catalyst is C(C#N)(C)=O. The reactants are [Cl:1][C:2]1[N:10]=[CH:9][N:8]=[C:7]2[C:3]=1[N:4]=[CH:5][N:6]2[C@@H:11]1[CH2:15][C@H:14]([CH2:16][OH:17])[C@@H:13]([OH:18])[C@H:12]1[OH:19].N12CCCN=C1CCCCC2.Cl[Si:32]([CH:45]([CH3:47])[CH3:46])([CH:42]([CH3:44])[CH3:43])[O:33][Si:34](Cl)([CH:38]([CH3:40])[CH3:39])[CH:35]([CH3:37])[CH3:36]. (4) The catalyst is C(Cl)Cl. The product is [Cl:15][C:16]1[CH:17]=[C:18]([NH:22][C:23]([N:11]2[CH:12]([CH3:14])[CH2:13][C:8]3[NH:7][N:6]=[C:5]([CH:1]4[CH2:4][CH2:3][CH2:2]4)[C:9]=3[CH2:10]2)=[O:24])[CH:19]=[CH:20][CH:21]=1. The yield is 0.864. The reactants are [CH:1]1([C:5]2[C:9]3[CH2:10][NH:11][CH:12]([CH3:14])[CH2:13][C:8]=3[NH:7][N:6]=2)[CH2:4][CH2:3][CH2:2]1.[Cl:15][C:16]1[CH:17]=[C:18]([NH:22][C:23](=O)[O:24]C2C=CC=CC=2)[CH:19]=[CH:20][CH:21]=1.